This data is from Catalyst prediction with 721,799 reactions and 888 catalyst types from USPTO. The task is: Predict which catalyst facilitates the given reaction. (1) Reactant: [NH2:1][C:2]1[CH:3]=[C:4]([C:9]2[CH:10]=[CH:11][C:12]3[O:18][CH2:17][CH2:16][N:15]([C:19]([O:21][C:22]([CH3:25])([CH3:24])[CH3:23])=[O:20])[CH2:14][C:13]=3[CH:26]=2)[CH:5]=[N:6][C:7]=1[NH2:8].[CH2:27]([O:34][C:35]([NH:37][C:38](=NC(OCC1C=CC=CC=1)=O)SC)=[O:36])[C:28]1[CH:33]=[CH:32][CH:31]=[CH:30][CH:29]=1. Product: [C:28]1([CH2:27][O:34][C:35]([NH:37][C:38]2[NH:1][C:2]3[C:7]([N:8]=2)=[N:6][CH:5]=[C:4]([C:9]2[CH:10]=[CH:11][C:12]4[O:18][CH2:17][CH2:16][N:15]([C:19]([O:21][C:22]([CH3:23])([CH3:25])[CH3:24])=[O:20])[CH2:14][C:13]=4[CH:26]=2)[CH:3]=3)=[O:36])[CH:33]=[CH:32][CH:31]=[CH:30][CH:29]=1. The catalyst class is: 15. (2) Product: [N:31]1[C:23]([NH:22][CH:20]([C:8]2[N:9]([C:13]3[CH:18]=[CH:17][CH:16]=[CH:15][C:14]=3[CH3:19])[C:10](=[O:12])[C:11]3[C:6]([CH:7]=2)=[CH:5][CH:4]=[CH:3][C:2]=3[CH3:1])[CH3:21])=[C:24]2[C:28]([NH:27][CH:26]=[N:25]2)=[N:29][CH:30]=1. The catalyst class is: 5. Reactant: [CH3:1][C:2]1[CH:3]=[CH:4][CH:5]=[C:6]2[C:11]=1[C:10](=[O:12])[N:9]([C:13]1[CH:18]=[CH:17][CH:16]=[CH:15][C:14]=1[CH3:19])[C:8]([CH:20]([NH:22][C:23]1[N:31]=[CH:30][N:29]=[C:28]3[C:24]=1[N:25]=[CH:26][N:27]3C1CCCCO1)[CH3:21])=[CH:7]2.C([O-])(O)=O.[Na+]. (3) Reactant: [NH2:1][C@H:2]1[CH2:7][CH2:6][C@H:5]([NH:8][C:9]2[CH:14]=[C:13]([C:15]3[CH:20]=[CH:19][CH:18]=[C:17]([NH:21][CH2:22][C:23]4[CH:28]=[CH:27][CH:26]=[C:25]([F:29])[CH:24]=4)[N:16]=3)[C:12]([Cl:30])=[CH:11][N:10]=2)[CH2:4][CH2:3]1.C([O-])([O-])=O.[K+].[K+].CS(O[CH2:42][CH2:43][S:44]([CH3:47])(=[O:46])=[O:45])(=O)=O. Product: [Cl:30][C:12]1[C:13]([C:15]2[CH:20]=[CH:19][CH:18]=[C:17]([NH:21][CH2:22][C:23]3[CH:28]=[CH:27][CH:26]=[C:25]([F:29])[CH:24]=3)[N:16]=2)=[CH:14][C:9]([NH:8][C@H:5]2[CH2:6][CH2:7][C@H:2]([NH:1][CH2:42][CH2:43][S:44]([CH3:47])(=[O:46])=[O:45])[CH2:3][CH2:4]2)=[N:10][CH:11]=1. The catalyst class is: 16. (4) Reactant: [NH2:1][C:2]1[NH:6][N:5]=[C:4]([OH:7])[C:3]=1[C:8]1[CH:13]=[CH:12][CH:11]=[CH:10][N:9]=1.[CH3:14][O:15][C:16]1[CH:21]=[C:20]([O:22][CH3:23])[CH:19]=[CH:18][C:17]=1[C:24](=O)[CH2:25][C:26](OC)=[O:27]. Product: [CH3:14][O:15][C:16]1[CH:21]=[C:20]([O:22][CH3:23])[CH:19]=[CH:18][C:17]=1[C:24]1[NH:1][C:2]2[N:6]([N:5]=[C:4]([OH:7])[C:3]=2[C:8]2[CH:13]=[CH:12][CH:11]=[CH:10][N:9]=2)[C:26](=[O:27])[CH:25]=1. The catalyst class is: 15. (5) Reactant: [CH3:1][C:2]1([C:23](O)=[O:24])[CH2:8][CH2:7][N:6]([S:9]([C:12]2[CH:18]=[CH:17][C:15]([CH3:16])=[CH:14][CH:13]=2)(=[O:11])=[O:10])[C:5]2[CH:19]=[CH:20][CH:21]=[CH:22][C:4]=2[CH2:3]1.ON1C2C=CC=CC=2N=N1.Cl.C(N=C=NCCCN(C)C)C.[C:48]1([C@H:54]([CH2:56][OH:57])[NH2:55])[CH:53]=[CH:52][CH:51]=[CH:50][CH:49]=1. Product: [OH:57][CH2:56][C@H:54]([NH:55][C:23]([C:2]1([CH3:1])[CH2:8][CH2:7][N:6]([S:9]([C:12]2[CH:18]=[CH:17][C:15]([CH3:16])=[CH:14][CH:13]=2)(=[O:10])=[O:11])[C:5]2[CH:19]=[CH:20][CH:21]=[CH:22][C:4]=2[CH2:3]1)=[O:24])[C:48]1[CH:53]=[CH:52][CH:51]=[CH:50][CH:49]=1. The catalyst class is: 145.